Regression. Given a peptide amino acid sequence and an MHC pseudo amino acid sequence, predict their binding affinity value. This is MHC class I binding data. From a dataset of Peptide-MHC class I binding affinity with 185,985 pairs from IEDB/IMGT. The peptide sequence is IIGLLKIFR. The MHC is HLA-B08:02 with pseudo-sequence HLA-B08:02. The binding affinity (normalized) is 0.0847.